This data is from Catalyst prediction with 721,799 reactions and 888 catalyst types from USPTO. The task is: Predict which catalyst facilitates the given reaction. (1) Reactant: [CH3:1][O:2][C:3](=[O:13])[C:4]1[C:9]([O:10][CH3:11])=[CH:8][C:7](Cl)=[N:6][CH:5]=1.[CH2:14]([C:16]1[CH:21]=[CH:20][CH:19]=[C:18]([CH2:22][CH3:23])[C:17]=1B(O)O)[CH3:15].C([O-])([O-])=O.[Na+].[Na+].CCCCCC. Product: [CH3:1][O:2][C:3](=[O:13])[C:4]1[C:9]([O:10][CH3:11])=[CH:8][C:7]([C:17]2[C:18]([CH2:22][CH3:23])=[CH:19][CH:20]=[CH:21][C:16]=2[CH2:14][CH3:15])=[N:6][CH:5]=1. The catalyst class is: 109. (2) Reactant: Br[C:2]1[S:3][CH:4]=[CH:5][C:6]=1[Br:7].[CH3:8][O:9][C:10]1[CH:11]=[C:12](B(O)O)[CH:13]=[CH:14][CH:15]=1.CCCCCC. Product: [Br:7][C:6]1[CH:5]=[CH:4][S:3][C:2]=1[C:13]1[CH:12]=[CH:11][C:10]([O:9][CH3:8])=[CH:15][CH:14]=1. The catalyst class is: 195.